From a dataset of Reaction yield outcomes from USPTO patents with 853,638 reactions. Predict the reaction yield, written as a fraction of the theoretical maximum amount of product (1.0 means a 100% yield; for example, 0.34 means a 34% yield). (1) The reactants are CO[CH:3](OC)[CH2:4][NH:5][C:6](=[O:22])[C@H:7]([NH:11][C:12](=[O:21])[O:13][CH2:14][C:15]1[CH:20]=[CH:19][CH:18]=[CH:17][CH:16]=1)[CH:8]([CH3:10])[CH3:9].C(O)(C(F)(F)F)=O.O.C([O-])([O-])=O.[Na+].[Na+]. No catalyst specified. The product is [CH:8]([C@@H:7]1[C:6](=[O:22])[NH:5][CH:4]=[CH:3][N:11]1[C:12]([O:13][CH2:14][C:15]1[CH:16]=[CH:17][CH:18]=[CH:19][CH:20]=1)=[O:21])([CH3:9])[CH3:10]. The yield is 0.954. (2) The reactants are Br[CH2:2][C:3]([O:5][C:6]([CH3:9])([CH3:8])[CH3:7])=[O:4].Cl.[CH2:11]([O:18][CH2:19][C:20]1[C:21]([O:30][CH3:31])=[N:22][CH:23]=[CH:24][C:25]=1[C:26](=[O:29])[CH2:27][CH3:28])[C:12]1[CH:17]=[CH:16][CH:15]=[CH:14][CH:13]=1.[Cl-].[NH4+]. The catalyst is O1CCCC1.[Zn]. The product is [CH2:11]([O:18][CH2:19][C:20]1[C:21]([O:30][CH3:31])=[N:22][CH:23]=[CH:24][C:25]=1[C:26]([OH:29])([CH2:27][CH3:28])[CH2:2][C:3]([O:5][C:6]([CH3:9])([CH3:8])[CH3:7])=[O:4])[C:12]1[CH:13]=[CH:14][CH:15]=[CH:16][CH:17]=1. The yield is 0.950. (3) The reactants are [S:1]([O:7][CH2:8][CH3:9])([O:4][CH2:5]C)(=[O:3])=[O:2].C[C:11]1[NH:12][CH:13]=[CH:14][N:15]=1.[CH2:16](O)[CH2:17][CH2:18][CH2:19][CH2:20][CH2:21][CH2:22][CH3:23]. The catalyst is C(O)C. The product is [CH2:8]([O:7][S:1]([O-:4])(=[O:2])=[O:3])[CH2:9][CH2:16][CH2:17][CH2:18][CH2:19][CH2:20][CH3:21].[CH2:13]([N+:12]1[CH:23]=[CH:22][N:15]([CH3:14])[CH:11]=1)[CH3:5]. The yield is 1.00. (4) The reactants are C(Cl)(=O)C.CO.[NH2:7][C:8]1[O:9][C:10]2[CH:16]=[CH:15][C:14]([C:17]3[N:18]=[C:19]4[C:24](=[CH:25][CH:26]=3)[N:23]=[CH:22][C:21]([N:27]3[CH2:32][CH2:31][N:30]([C:33](=[O:45])[C:34]([NH:37]C(=O)OC(C)(C)C)([CH3:36])[CH3:35])[CH2:29][CH2:28]3)=[CH:20]4)=[CH:13][C:11]=2[N:12]=1.C([O-])([O-])=O.[Na+].[Na+]. The catalyst is O. The product is [NH2:37][C:34]([CH3:36])([CH3:35])[C:33]([N:30]1[CH2:31][CH2:32][N:27]([C:21]2[CH:22]=[N:23][C:24]3[C:19]([CH:20]=2)=[N:18][C:17]([C:14]2[CH:15]=[CH:16][C:10]4[O:9][C:8]([NH2:7])=[N:12][C:11]=4[CH:13]=2)=[CH:26][CH:25]=3)[CH2:28][CH2:29]1)=[O:45]. The yield is 0.623. (5) The reactants are CO[CH2:3][C:4]1[CH:5]=[C:6]([N:10]([CH2:18][C:19]2[CH:24]=[CH:23][CH:22]=[C:21]([O:25][C:26]([F:31])([F:30])[CH:27]([F:29])[F:28])[CH:20]=2)[CH2:11][CH:12]([OH:17])[C:13]([F:16])([F:15])[F:14])[CH:7]=[CH:8][CH:9]=1.B(Br)(Br)[Br:33].COC. The catalyst is ClCCl. The product is [Br:33][CH2:3][C:4]1[CH:5]=[C:6]([N:10]([CH2:18][C:19]2[CH:24]=[CH:23][CH:22]=[C:21]([O:25][C:26]([F:31])([F:30])[CH:27]([F:29])[F:28])[CH:20]=2)[CH2:11][CH:12]([OH:17])[C:13]([F:16])([F:15])[F:14])[CH:7]=[CH:8][CH:9]=1. The yield is 0.590. (6) The reactants are Cl.[NH2:2][CH:3]1[CH2:9][C:8]([CH3:11])([CH3:10])[CH2:7][N:6]([S:12]([C:15]2[CH:20]=[CH:19][CH:18]=[CH:17][N:16]=2)(=[O:14])=[O:13])[CH2:5][CH:4]1[OH:21].[NH:22]([C:31]([O:33]C(C)(C)C)=O)[C@H:23]([C:28]([OH:30])=O)[CH2:24][CH:25]([CH3:27])[CH3:26].CN(C(ON1N=N[C:48]2[CH:49]=[CH:50][CH:51]=[CH:52][C:47]1=2)=[N+](C)C)C.F[P-](F)(F)(F)(F)F.CN1CC[O:66][CH2:65][CH2:64]1. The catalyst is CN(C=O)C. The product is [CH3:10][C:8]1([CH3:11])[CH2:7][N:6]([S:12]([C:15]2[CH:20]=[CH:19][CH:18]=[CH:17][N:16]=2)(=[O:14])=[O:13])[CH2:5][C:4](=[O:21])[CH:3]([NH:2][C:28]([C@@H:23]([NH:22][C:31]([C:65]2[O:66][C:47]3[CH:52]=[CH:51][CH:50]=[CH:49][C:48]=3[CH:64]=2)=[O:33])[CH2:24][CH:25]([CH3:26])[CH3:27])=[O:30])[CH2:9]1. The yield is 0.720.